Dataset: Forward reaction prediction with 1.9M reactions from USPTO patents (1976-2016). Task: Predict the product of the given reaction. (1) Given the reactants Cl.Br[CH2:3][C:4]1[CH:9]=[CH:8][CH:7]=[C:6]([Cl:10])[N:5]=1.[F:11][C:12]1[C:13](B2OC(C)(C)C(C)(C)O2)=[C:14]2[C:18](=[C:19]([C:21]#[N:22])[CH:20]=1)[N:17]([CH2:23][O:24][CH2:25][CH2:26][Si:27]([CH3:30])([CH3:29])[CH3:28])[C:16]([CH3:31])=[C:15]2[CH3:32].[O-]P([O-])([O-])=O.[K+].[K+].[K+], predict the reaction product. The product is: [Cl:10][C:6]1[N:5]=[C:4]([CH2:3][C:13]2[C:12]([F:11])=[CH:20][C:19]([C:21]#[N:22])=[C:18]3[C:14]=2[C:15]([CH3:32])=[C:16]([CH3:31])[N:17]3[CH2:23][O:24][CH2:25][CH2:26][Si:27]([CH3:30])([CH3:29])[CH3:28])[CH:9]=[CH:8][CH:7]=1. (2) Given the reactants [Cl:1][C:2]1[C:3]([NH:9][S:10]([C:13]2[CH:22]=[CH:21][C:16]([C:17]([O:19][CH3:20])=[O:18])=[CH:15][CH:14]=2)(=[O:12])=[O:11])=[N:4][CH:5]=[C:6]([Cl:8])[CH:7]=1.Br[CH2:24][C:25]1[CH:30]=[CH:29][C:28]([C:31]([F:34])([F:33])[F:32])=[CH:27][CH:26]=1, predict the reaction product. The product is: [Cl:1][C:2]1[C:3]([N:9]([CH2:24][C:25]2[CH:26]=[CH:27][C:28]([C:31]([F:32])([F:33])[F:34])=[CH:29][CH:30]=2)[S:10]([C:13]2[CH:14]=[CH:15][C:16]([C:17]([O:19][CH3:20])=[O:18])=[CH:21][CH:22]=2)(=[O:12])=[O:11])=[N:4][CH:5]=[C:6]([Cl:8])[CH:7]=1.